Dataset: NCI-60 drug combinations with 297,098 pairs across 59 cell lines. Task: Regression. Given two drug SMILES strings and cell line genomic features, predict the synergy score measuring deviation from expected non-interaction effect. (1) Drug 1: CC1=CC2C(CCC3(C2CCC3(C(=O)C)OC(=O)C)C)C4(C1=CC(=O)CC4)C. Drug 2: CNC(=O)C1=NC=CC(=C1)OC2=CC=C(C=C2)NC(=O)NC3=CC(=C(C=C3)Cl)C(F)(F)F. Cell line: DU-145. Synergy scores: CSS=-0.764, Synergy_ZIP=0.660, Synergy_Bliss=0.422, Synergy_Loewe=-29.7, Synergy_HSA=-3.49. (2) Drug 1: C1=NC(=NC(=O)N1C2C(C(C(O2)CO)O)O)N. Drug 2: COC1=C2C(=CC3=C1OC=C3)C=CC(=O)O2. Cell line: K-562. Synergy scores: CSS=47.6, Synergy_ZIP=1.16, Synergy_Bliss=1.85, Synergy_Loewe=-15.1, Synergy_HSA=4.61. (3) Drug 1: C1=NC2=C(N1)C(=S)N=C(N2)N. Drug 2: CC1=C(C(CCC1)(C)C)C=CC(=CC=CC(=CC(=O)O)C)C. Cell line: NCI/ADR-RES. Synergy scores: CSS=35.8, Synergy_ZIP=-7.84, Synergy_Bliss=-0.391, Synergy_Loewe=-5.03, Synergy_HSA=-0.346.